Dataset: Catalyst prediction with 721,799 reactions and 888 catalyst types from USPTO. Task: Predict which catalyst facilitates the given reaction. (1) Reactant: [NH2:1][C:2]1[C:7]([O:8][C:9]2[CH:14]=[CH:13][C:12]([F:15])=[CH:11][C:10]=2[F:16])=[CH:6][C:5]([C:17]#[C:18][CH2:19][CH2:20][O:21][CH3:22])=[CH:4][N:3]=1. Product: [NH2:1][C:2]1[C:7]([O:8][C:9]2[CH:14]=[CH:13][C:12]([F:15])=[CH:11][C:10]=2[F:16])=[CH:6][C:5]([CH2:17][CH2:18][CH2:19][CH2:20][O:21][CH3:22])=[CH:4][N:3]=1. The catalyst class is: 352. (2) Product: [Cl:30][C:25]1[CH:24]=[C:23]([CH:28]=[C:27]([I:29])[CH:26]=1)[CH2:22][N:12]1[CH:11]=[CH:10][N:9]=[C:8]1[CH2:7][O:6][C:5]1[CH:13]=[CH:14][C:2]([F:1])=[CH:3][CH:4]=1. Reactant: [F:1][C:2]1[CH:14]=[CH:13][C:5]([O:6][CH2:7][C:8]2[NH:9][CH:10]=[CH:11][N:12]=2)=[CH:4][CH:3]=1.C([O-])([O-])=O.[K+].[K+].Br[CH2:22][C:23]1[CH:28]=[C:27]([I:29])[CH:26]=[C:25]([Cl:30])[CH:24]=1. The catalyst class is: 3. (3) Reactant: Cl.[CH:2]1[C:12]2[CH2:11][CH2:10][C:9]3[CH:13]=[CH:14][CH:15]=[CH:16][C:8]=3[C:7](=[CH:17][CH2:18][CH2:19][NH2:20])[C:6]=2[CH:5]=[CH:4][CH:3]=1.C(N(CC)CC)C.[F:28][C:29]([F:42])([F:41])[O:30][C:31]1[CH:36]=[CH:35][C:34]([S:37](Cl)(=[O:39])=[O:38])=[CH:33][CH:32]=1. Product: [CH:2]1[C:12]2[CH2:11][CH2:10][C:9]3[CH:13]=[CH:14][CH:15]=[CH:16][C:8]=3[C:7](=[CH:17][CH2:18][CH2:19][NH:20][S:37]([C:34]3[CH:33]=[CH:32][C:31]([O:30][C:29]([F:28])([F:41])[F:42])=[CH:36][CH:35]=3)(=[O:39])=[O:38])[C:6]=2[CH:5]=[CH:4][CH:3]=1. The catalyst class is: 3. (4) Reactant: C[O:2][C:3](=[O:16])[C:4]1[C:9]([F:10])=[C:8]([O:11][CH3:12])[CH:7]=[C:6]([O:13][CH3:14])[C:5]=1[Cl:15].[OH-].[Na+]. Product: [Cl:15][C:5]1[C:6]([O:13][CH3:14])=[CH:7][C:8]([O:11][CH3:12])=[C:9]([F:10])[C:4]=1[C:3]([OH:16])=[O:2]. The catalyst class is: 8. (5) Reactant: [CH3:1][O:2][C:3]1[S:21][C:6]2[NH:7][C:8](=[O:20])[N:9]([C@@H:12]([C:14]3[CH:19]=[CH:18][CH:17]=[CH:16][CH:15]=3)[CH3:13])[C:10](=[O:11])[C:5]=2[C:4]=1[CH3:22].Br[CH2:24][C:25]1[CH:30]=[CH:29][C:28]([C:31]2[CH:36]=[CH:35][CH:34]=[CH:33][C:32]=2[C:37]2[N:41]=[C:40](C(Cl)(Cl)Cl)[O:39][N:38]=2)=[CH:27][CH:26]=1.C(=O)([O-])[O-:47].[K+].[K+].CN(C)C=O. Product: [CH3:1][O:2][C:3]1[S:21][C:6]2[N:7]([CH2:24][C:25]3[CH:30]=[CH:29][C:28]([C:31]4[CH:36]=[CH:35][CH:34]=[CH:33][C:32]=4[C:37]4[NH:41][C:40](=[O:47])[O:39][N:38]=4)=[CH:27][CH:26]=3)[C:8](=[O:20])[N:9]([C@@H:12]([C:14]3[CH:15]=[CH:16][CH:17]=[CH:18][CH:19]=3)[CH3:13])[C:10](=[O:11])[C:5]=2[C:4]=1[CH3:22]. The catalyst class is: 13. (6) Reactant: [CH3:1][C:2]([CH3:20])([CH2:18][NH2:19])[CH2:3][NH:4][C:5]1[C:14]2[C:9](=[CH:10][CH:11]=[CH:12][CH:13]=2)[N:8]=[CH:7][C:6]=1[N+:15]([O-:17])=[O:16].[OH-].[Na+].[C:23](O[C:23]([O:25][C:26]([CH3:29])([CH3:28])[CH3:27])=[O:24])([O:25][C:26]([CH3:29])([CH3:28])[CH3:27])=[O:24]. Product: [CH3:1][C:2]([CH3:20])([CH2:3][NH:4][C:5]1[C:14]2[C:9](=[CH:10][CH:11]=[CH:12][CH:13]=2)[N:8]=[CH:7][C:6]=1[N+:15]([O-:17])=[O:16])[CH2:18][NH:19][C:23](=[O:24])[O:25][C:26]([CH3:29])([CH3:28])[CH3:27]. The catalyst class is: 1. (7) Reactant: [CH3:1][O:2][C:3]1[C:13]2[C:12]([C:14]3[CH:19]=[CH:18][CH:17]=[C:16]([C:20]#[C:21][CH2:22][O:23][CH3:24])[CH:15]=3)=[N:11][CH2:10][C:9](=[O:25])[N:8]([CH3:26])[C:7]=2[CH:6]=[C:5]([O:27][CH3:28])[C:4]=1[C:29]1[CH:34]=[CH:33][CH:32]=[CH:31][CH:30]=1. Product: [CH3:1][O:2][C:3]1[C:13]2[C:12]([C:14]3[CH:19]=[CH:18][CH:17]=[C:16]([CH2:20][CH2:21][CH2:22][O:23][CH3:24])[CH:15]=3)=[N:11][CH2:10][C:9](=[O:25])[N:8]([CH3:26])[C:7]=2[CH:6]=[C:5]([O:27][CH3:28])[C:4]=1[C:29]1[CH:30]=[CH:31][CH:32]=[CH:33][CH:34]=1. The catalyst class is: 687.